Dataset: Peptide-MHC class I binding affinity with 185,985 pairs from IEDB/IMGT. Task: Regression. Given a peptide amino acid sequence and an MHC pseudo amino acid sequence, predict their binding affinity value. This is MHC class I binding data. The peptide sequence is LILNFLDWI. The MHC is HLA-A02:01 with pseudo-sequence HLA-A02:01. The binding affinity (normalized) is 0.599.